The task is: Predict the reactants needed to synthesize the given product.. This data is from Full USPTO retrosynthesis dataset with 1.9M reactions from patents (1976-2016). (1) The reactants are: [C:1]([C@H:5]1[CH2:10][CH2:9][C@H:8]([O:11][C:12]2[CH:13]=[C:14]3[C:19](=[CH:20][CH:21]=2)[CH2:18][C@H:17]([C@:22]2([CH3:28])[CH2:26][O:25]C(=O)[NH:23]2)[CH2:16][CH2:15]3)[CH2:7][CH2:6]1)([CH3:4])([CH3:3])[CH3:2].[OH-].[Li+].C(O)C.O. Given the product [NH2:23][C@@:22]([C@@H:17]1[CH2:16][CH2:15][C:14]2[C:19](=[CH:20][CH:21]=[C:12]([O:11][C@H:8]3[CH2:7][CH2:6][C@H:5]([C:1]([CH3:4])([CH3:3])[CH3:2])[CH2:10][CH2:9]3)[CH:13]=2)[CH2:18]1)([CH3:28])[CH2:26][OH:25], predict the reactants needed to synthesize it. (2) Given the product [C:1]([C:5]1[O:9][N:8]=[C:7]([NH:10][C:11]([NH:13][C:14]2[CH:19]=[CH:18][CH:17]=[C:16]([O:20][C:21]3[C:30]4[C:25](=[CH:26][C:27]([O:32][CH3:33])=[C:28]([O:31][CH2:34][C@H:36]5[CH2:37][O:38]5)[CH:29]=4)[N:24]=[CH:23][N:22]=3)[CH:15]=2)=[O:12])[CH:6]=1)([CH3:4])([CH3:2])[CH3:3], predict the reactants needed to synthesize it. The reactants are: [C:1]([C:5]1[O:9][N:8]=[C:7]([NH:10][C:11]([NH:13][C:14]2[CH:19]=[CH:18][CH:17]=[C:16]([O:20][C:21]3[C:30]4[C:25](=[CH:26][C:27]([O:32][CH3:33])=[C:28]([OH:31])[CH:29]=4)[N:24]=[CH:23][N:22]=3)[CH:15]=2)=[O:12])[CH:6]=1)([CH3:4])([CH3:3])[CH3:2].[CH2:34]([CH:36]1[O:38][CH2:37]1)Cl. (3) The reactants are: [NH2:1][C:2]1[CH:7]=[CH:6][CH:5]=[CH:4][C:3]=1[SH:8].[C:9]([C:12]1[CH:19]=[CH:18][C:15]([CH:16]=O)=[CH:14][CH:13]=1)([OH:11])=[O:10].C(C(C#N)=C(C#N)C#N)#N. Given the product [C:9]([C:12]1[CH:19]=[CH:18][C:15]([C:16]2[S:8][C:3]3[CH:4]=[CH:5][CH:6]=[CH:7][C:2]=3[N:1]=2)=[CH:14][CH:13]=1)([OH:11])=[O:10], predict the reactants needed to synthesize it.